Dataset: Forward reaction prediction with 1.9M reactions from USPTO patents (1976-2016). Task: Predict the product of the given reaction. (1) The product is: [C:1]([O:5][C:6](=[O:19])[C:7]([S:8]([C:11]1[CH:12]=[CH:13][C:14]([O:17][CH3:18])=[CH:15][CH:16]=1)(=[O:9])=[O:10])([CH2:16][C:11]#[C:12][CH3:13])[CH2:21][C:22]#[C:23][CH3:24])([CH3:4])([CH3:3])[CH3:2]. Given the reactants [C:1]([O:5][C:6](=[O:19])[CH2:7][S:8]([C:11]1[CH:16]=[CH:15][C:14]([O:17][CH3:18])=[CH:13][CH:12]=1)(=[O:10])=[O:9])([CH3:4])([CH3:3])[CH3:2].Br[CH2:21][C:22]#[C:23][CH3:24], predict the reaction product. (2) The product is: [CH2:28]1[C:27]2[C:22](=[CH:23][CH:24]=[CH:25][CH:26]=2)[CH2:21][CH:20]1[NH:19][C:16]1[N:17]=[CH:18][C:13]2[CH2:12][N:11]([C:9]([C:6]3[CH:7]=[N:8][C:3]([C:1]4[N:49]=[N:50][NH:51][CH:2]=4)=[CH:4][CH:5]=3)=[O:10])[CH2:30][CH2:29][C:14]=2[N:15]=1. Given the reactants [C:1]([C:3]1[N:8]=[CH:7][C:6]([C:9]([N:11]2[CH2:30][CH2:29][C:14]3[N:15]=[C:16]([NH:19][CH:20]4[CH2:28][C:27]5[C:22](=[CH:23][CH:24]=[CH:25][CH:26]=5)[CH2:21]4)[N:17]=[CH:18][C:13]=3[CH2:12]2)=[O:10])=[CH:5][CH:4]=1)#[CH:2].CN(C)C=O.[Na].O=C1O[C@H]([C@H](CO)O)C(O)=C1O.[N:49]([Si](C)(C)C)=[N+:50]=[N-:51], predict the reaction product. (3) Given the reactants [C:1]([O:5][C:6]([NH:8][C:9]1[CH:10]=[C:11]2[CH:17]=[C:16](B(O)O)[NH:15][C:12]2=[N:13][CH:14]=1)=[O:7])([CH3:4])([CH3:3])[CH3:2].[F:21][C:22]1[CH:27]=[CH:26][C:25](I)=[CH:24][CH:23]=1.C(=O)([O-])[O-].[K+].[K+], predict the reaction product. The product is: [F:21][C:22]1[CH:27]=[CH:26][C:25]([C:16]2[NH:15][C:12]3=[N:13][CH:14]=[C:9]([NH:8][C:6](=[O:7])[O:5][C:1]([CH3:4])([CH3:3])[CH3:2])[CH:10]=[C:11]3[CH:17]=2)=[CH:24][CH:23]=1. (4) Given the reactants [Cl:1][C:2]1[CH:3]=[C:4]([NH:8][C:9]2[CH:14]=[CH:13][N:12]3[N:15]=[CH:16][C:17]([CH:18]=O)=[C:11]3[N:10]=2)[CH:5]=[CH:6][CH:7]=1.[S:20]1[CH2:24][C:23](=[O:25])[NH:22][C:21]1=[O:26].N1CCCCC1, predict the reaction product. The product is: [Cl:1][C:2]1[CH:3]=[C:4]([NH:8][C:9]2[CH:14]=[CH:13][N:12]3[N:15]=[CH:16][C:17]([CH:18]=[C:24]4[S:20][C:21](=[O:26])[NH:22][C:23]4=[O:25])=[C:11]3[N:10]=2)[CH:5]=[CH:6][CH:7]=1. (5) Given the reactants [N:1]1[CH:6]=[CH:5][N:4]=[CH:3][C:2]=1[C:7]1[CH:12]=[CH:11][C:10]([CH2:13][C:14]([OH:16])=O)=[CH:9][CH:8]=1.[Cl-].[Cl-].[NH3+:19][C@@H:20]([C:22]1[CH:27]=[CH:26][C:25]([O:28][CH2:29][C:30]([F:33])([F:32])[F:31])=[CH:24][NH+:23]=1)[CH3:21].C1C=NC2N(O)N=NC=2C=1.C(Cl)CCl.CCN(C(C)C)C(C)C, predict the reaction product. The product is: [N:1]1[CH:6]=[CH:5][N:4]=[CH:3][C:2]=1[C:7]1[CH:8]=[CH:9][C:10]([CH2:13][C:14]([NH:19][C@@H:20]([C:22]2[CH:27]=[CH:26][C:25]([O:28][CH2:29][C:30]([F:33])([F:31])[F:32])=[CH:24][N:23]=2)[CH3:21])=[O:16])=[CH:11][CH:12]=1. (6) The product is: [F:20][C:2]([F:1])([F:19])[C:3]1[CH:4]=[CH:5][C:6]([NH:9][C:10]2[N:11]=[CH:12][C:13]([CH:16]([OH:18])[CH3:17])=[N:14][CH:15]=2)=[CH:7][CH:8]=1. Given the reactants [F:1][C:2]([F:20])([F:19])[C:3]1[CH:8]=[CH:7][C:6]([NH:9][C:10]2[N:11]=[CH:12][C:13]([C:16](=[O:18])[CH3:17])=[N:14][CH:15]=2)=[CH:5][CH:4]=1.[BH4-].[Na+], predict the reaction product. (7) Given the reactants [Cl:1][C:2]1[C:10]([C:11]#[N:12])=[CH:9][CH:8]=[C:7]2[C:3]=1[CH:4]=[C:5]([CH2:13][CH2:14][CH3:15])[NH:6]2.Br[CH2:17][CH2:18][O:19][C:20]1[CH:25]=[CH:24][C:23]([F:26])=[CH:22][CH:21]=1, predict the reaction product. The product is: [Cl:1][C:2]1[C:10]([C:11]#[N:12])=[CH:9][CH:8]=[C:7]2[C:3]=1[CH:4]=[C:5]([CH2:13][CH2:14][CH3:15])[N:6]2[CH2:17][CH2:18][O:19][C:20]1[CH:25]=[CH:24][C:23]([F:26])=[CH:22][CH:21]=1. (8) Given the reactants C([Mg]Cl)(C)C.I[C:7]1[CH:14]=[CH:13][C:10]([C:11]#[N:12])=[CH:9][CH:8]=1.S([O-])(O)(=O)=[O:16].[K+].C1[CH2:25][O:24][CH2:23][CH2:22]1, predict the reaction product. The product is: [CH3:25][O:24][CH2:23][C:22]([C:7]1[CH:14]=[CH:13][C:10]([C:11]#[N:12])=[CH:9][CH:8]=1)=[O:16]. (9) Given the reactants [CH3:1][C@@H:2]1[C@:7]([CH3:22])([C:8]2[CH:13]=[CH:12][CH:11]=[C:10](OS(C(F)(F)F)(=O)=O)[CH:9]=2)[CH2:6][CH2:5][N:4]([C:23]([O:25][C:26]([CH3:29])([CH3:28])[CH3:27])=[O:24])[CH2:3]1.C(N(CC)CC)C, predict the reaction product. The product is: [CH3:26][O:25][C:23]([C:10]1[CH:9]=[C:8]([C@:7]2([CH3:22])[CH2:6][CH2:5][N:4]([C:23]([O:25][C:26]([CH3:29])([CH3:28])[CH3:27])=[O:24])[CH2:3][C@@H:2]2[CH3:1])[CH:13]=[CH:12][CH:11]=1)=[O:24].